This data is from Peptide-MHC class I binding affinity with 185,985 pairs from IEDB/IMGT. The task is: Regression. Given a peptide amino acid sequence and an MHC pseudo amino acid sequence, predict their binding affinity value. This is MHC class I binding data. (1) The peptide sequence is PPIPVGDIY. The MHC is HLA-B57:01 with pseudo-sequence HLA-B57:01. The binding affinity (normalized) is 0.0233. (2) The MHC is HLA-B15:09 with pseudo-sequence HLA-B15:09. The binding affinity (normalized) is 0.0847. The peptide sequence is RRYDKLMSF. (3) The peptide sequence is SIKFKRKLM. The MHC is HLA-B15:17 with pseudo-sequence HLA-B15:17. The binding affinity (normalized) is 0.0847. (4) The peptide sequence is TVMNNLSELT. The MHC is HLA-A02:01 with pseudo-sequence HLA-A02:01. The binding affinity (normalized) is 0.133. (5) The MHC is HLA-A02:03 with pseudo-sequence HLA-A02:03. The binding affinity (normalized) is 0. The peptide sequence is DPHGPVQLSYYD. (6) The peptide sequence is FPSIFSTEV. The MHC is HLA-B51:01 with pseudo-sequence HLA-B51:01. The binding affinity (normalized) is 0.464. (7) The peptide sequence is YSQGAFTPL. The MHC is HLA-B39:01 with pseudo-sequence HLA-B39:01. The binding affinity (normalized) is 0.898. (8) The peptide sequence is DSIMLTATF. The MHC is HLA-A26:01 with pseudo-sequence HLA-A26:01. The binding affinity (normalized) is 0.898. (9) The peptide sequence is KGFSEEHNTW. The MHC is Mamu-B3901 with pseudo-sequence Mamu-B3901. The binding affinity (normalized) is 0.621.